This data is from Catalyst prediction with 721,799 reactions and 888 catalyst types from USPTO. The task is: Predict which catalyst facilitates the given reaction. Reactant: CCN(C(C)C)C(C)C.[C:10]1([N:16]2[CH:20]=[C:19]([C:21]([OH:23])=O)[CH:18]=[N:17]2)[CH:15]=[CH:14][CH:13]=[CH:12][CH:11]=1.C1C=CC2N(O)N=NC=2C=1.CCN=C=NCCCN(C)C.Cl.[NH2:46][CH2:47][C:48]([N:50]1[CH2:55][CH2:54][N:53]([C:56](=[O:68])[C:57]2[CH:62]=[C:61]([F:63])[CH:60]=[CH:59][C:58]=2[C:64]([F:67])([F:66])[F:65])[CH2:52][CH2:51]1)=[O:49]. The catalyst class is: 18. Product: [F:63][C:61]1[CH:60]=[CH:59][C:58]([C:64]([F:66])([F:65])[F:67])=[C:57]([CH:62]=1)[C:56]([N:53]1[CH2:54][CH2:55][N:50]([C:48](=[O:49])[CH2:47][NH:46][C:21]([C:19]2[CH:18]=[N:17][N:16]([C:10]3[CH:11]=[CH:12][CH:13]=[CH:14][CH:15]=3)[CH:20]=2)=[O:23])[CH2:51][CH2:52]1)=[O:68].